From a dataset of Reaction yield outcomes from USPTO patents with 853,638 reactions. Predict the reaction yield, written as a fraction of the theoretical maximum amount of product (1.0 means a 100% yield; for example, 0.34 means a 34% yield). The reactants are [H-].[Na+].[C:3]([CH2:5]P(=O)(OCC)OCC)#[N:4].[Si:14]([O:31][CH2:32][C@@H:33]1[C@H:37]2[O:38][C:39]([CH3:42])([CH3:41])[O:40][C@H:36]2[CH:35](O)[O:34]1)([C:27]([CH3:30])([CH3:29])[CH3:28])([C:21]1[CH:26]=[CH:25][CH:24]=[CH:23][CH:22]=1)[C:15]1[CH:20]=[CH:19][CH:18]=[CH:17][CH:16]=1.COC(C)(C)C. The catalyst is COCCOC.O. The product is [Si:14]([O:31][CH2:32][C@@H:33]1[C@@H:37]2[C@@H:36]([O:40][C:39]([CH3:42])([CH3:41])[O:38]2)[CH:35]([CH2:5][C:3]#[N:4])[O:34]1)([C:27]([CH3:30])([CH3:28])[CH3:29])([C:21]1[CH:22]=[CH:23][CH:24]=[CH:25][CH:26]=1)[C:15]1[CH:20]=[CH:19][CH:18]=[CH:17][CH:16]=1. The yield is 0.660.